Dataset: Full USPTO retrosynthesis dataset with 1.9M reactions from patents (1976-2016). Task: Predict the reactants needed to synthesize the given product. (1) Given the product [NH2:19][C:18]1[N:11]([C:7]2[CH:6]=[C:5]([CH:10]=[CH:9][CH:8]=2)[C:4]([O:3][CH2:1][CH3:2])=[O:13])[N:12]=[C:16]([C:15]([F:22])([F:21])[F:14])[CH:17]=1, predict the reactants needed to synthesize it. The reactants are: [CH2:1]([O:3][C:4](=[O:13])[C:5]1[CH:10]=[CH:9][CH:8]=[C:7]([NH:11][NH2:12])[CH:6]=1)[CH3:2].[F:14][C:15]([F:22])([F:21])[C:16](=O)[CH2:17][C:18]#[N:19].Cl. (2) Given the product [CH2:20]([C:3]1[C:2](=[O:27])[NH:7][N:6]=[C:5]([CH2:8][C:9]2[CH:10]=[CH:11][C:12]([F:17])=[C:22]([CH:16]=2)[C:23]([OH:25])=[O:24])[CH:4]=1)[CH3:21], predict the reactants needed to synthesize it. The reactants are: Cl[C:2]1[N:7]=[N:6][C:5]([CH:8](C#N)[C:9]2[CH:10]=[CH:11][C:12]([F:17])=C([CH:16]=2)C#N)=[CH:4][C:3]=1[CH2:20][CH3:21].[CH3:22][C:23]([O-:25])=[O:24].[Na+].[OH-:27].[Na+].